Dataset: Peptide-MHC class II binding affinity with 134,281 pairs from IEDB. Task: Regression. Given a peptide amino acid sequence and an MHC pseudo amino acid sequence, predict their binding affinity value. This is MHC class II binding data. The peptide sequence is GRGSGSSFEIKSTKPEASSG. The MHC is HLA-DPA10103-DPB10401 with pseudo-sequence HLA-DPA10103-DPB10401. The binding affinity (normalized) is 0.0420.